This data is from Full USPTO retrosynthesis dataset with 1.9M reactions from patents (1976-2016). The task is: Predict the reactants needed to synthesize the given product. Given the product [Br:1][C:2]1[CH:7]=[C:6]2[C:5](=[CH:4][CH:3]=1)[O:11][C:12]1([CH2:18][CH2:17][CH2:16][CH2:15][CH2:14][CH2:13]1)[CH2:9][C:8]2=[O:10], predict the reactants needed to synthesize it. The reactants are: [Br:1][C:2]1[CH:3]=[CH:4][C:5]([OH:11])=[C:6]([C:8](=[O:10])[CH3:9])[CH:7]=1.[C:12]1(=O)[CH2:18][CH2:17][CH2:16][CH2:15][CH2:14][CH2:13]1.N1CCCC1.Cl.